Dataset: Merck oncology drug combination screen with 23,052 pairs across 39 cell lines. Task: Regression. Given two drug SMILES strings and cell line genomic features, predict the synergy score measuring deviation from expected non-interaction effect. (1) Synergy scores: synergy=-0.851. Cell line: A2780. Drug 2: CCc1cnn2c(NCc3ccc[n+]([O-])c3)cc(N3CCCCC3CCO)nc12. Drug 1: COC12C(COC(N)=O)C3=C(C(=O)C(C)=C(N)C3=O)N1CC1NC12. (2) Drug 1: CC(=O)OC1C(=O)C2(C)C(O)CC3OCC3(OC(C)=O)C2C(OC(=O)c2ccccc2)C2(O)CC(OC(=O)C(O)C(NC(=O)c3ccccc3)c3ccccc3)C(C)=C1C2(C)C. Drug 2: O=C(CCCCCCC(=O)Nc1ccccc1)NO. Cell line: OCUBM. Synergy scores: synergy=-7.16. (3) Drug 1: O=C(O)C1(Cc2cccc(Nc3nccs3)n2)CCC(Oc2cccc(Cl)c2F)CC1. Drug 2: O=C(NOCC(O)CO)c1ccc(F)c(F)c1Nc1ccc(I)cc1F. Cell line: OCUBM. Synergy scores: synergy=8.15. (4) Drug 1: CCC1(O)CC2CN(CCc3c([nH]c4ccccc34)C(C(=O)OC)(c3cc4c(cc3OC)N(C)C3C(O)(C(=O)OC)C(OC(C)=O)C5(CC)C=CCN6CCC43C65)C2)C1. Drug 2: O=C(NOCC(O)CO)c1ccc(F)c(F)c1Nc1ccc(I)cc1F. Cell line: VCAP. Synergy scores: synergy=6.14. (5) Drug 1: Cc1nc(Nc2ncc(C(=O)Nc3c(C)cccc3Cl)s2)cc(N2CCN(CCO)CC2)n1. Drug 2: NC1CCCCC1N.O=C(O)C(=O)O.[Pt+2]. Cell line: RPMI7951. Synergy scores: synergy=-4.23.